This data is from Forward reaction prediction with 1.9M reactions from USPTO patents (1976-2016). The task is: Predict the product of the given reaction. (1) Given the reactants [Cl:1][C:2]1[CH:8]=[C:7]([O:9][C:10]2[C:19]3[C:14](=[CH:15][C:16]([O:22][CH3:23])=[C:17]([O:20][CH3:21])[CH:18]=3)[N:13]=[CH:12][N:11]=2)[CH:6]=[CH:5][C:3]=1[NH2:4].C(N(CC)CC)C.ClC(Cl)(O[C:35](=[O:41])OC(Cl)(Cl)Cl)Cl.[CH2:43]([N:47]([CH2:51][CH2:52][CH2:53][CH3:54])[CH2:48][CH2:49][NH2:50])[CH2:44][CH2:45][CH3:46], predict the reaction product. The product is: [Cl:1][C:2]1[CH:8]=[C:7]([O:9][C:10]2[C:19]3[C:14](=[CH:15][C:16]([O:22][CH3:23])=[C:17]([O:20][CH3:21])[CH:18]=3)[N:13]=[CH:12][N:11]=2)[CH:6]=[CH:5][C:3]=1[NH:4][C:35]([NH:50][CH2:49][CH2:48][N:47]([CH2:43][CH2:44][CH2:45][CH3:46])[CH2:51][CH2:52][CH2:53][CH3:54])=[O:41]. (2) Given the reactants [CH:1]1([CH2:6][CH:7]([N:11]2[C:16](=[O:17])[CH:15]=[C:14]([O:18][C:19]3[N:24]=[C:23]([C:25]([F:28])([F:27])[F:26])[CH:22]=[CH:21][N:20]=3)[CH:13]=[N:12]2)[C:8](O)=[O:9])[CH2:5][CH2:4][CH2:3][CH2:2]1.[CH3:29][C:30]1([CH3:42])[O:34][C@H:33]([CH2:35][N:36]2[CH:40]=[CH:39][C:38]([NH2:41])=[N:37]2)[CH2:32][O:31]1, predict the reaction product. The product is: [CH:1]1([CH2:6][CH:7]([N:11]2[C:16](=[O:17])[CH:15]=[C:14]([O:18][C:19]3[N:24]=[C:23]([C:25]([F:26])([F:28])[F:27])[CH:22]=[CH:21][N:20]=3)[CH:13]=[N:12]2)[C:8]([NH:41][C:38]2[CH:39]=[CH:40][N:36]([CH2:35][C@@H:33]3[CH2:32][O:31][C:30]([CH3:42])([CH3:29])[O:34]3)[N:37]=2)=[O:9])[CH2:2][CH2:3][CH2:4][CH2:5]1. (3) Given the reactants [C:1](OC1C2C(=CC=CC=2)N(CCC)C1=O)(=[O:8])[C:2]1[CH:7]=[CH:6][CH:5]=[CH:4][CH:3]=1.[CH3:23][C:24]1[CH:25]=[C:26]2[C:30](=[CH:31][CH:32]=1)[N:29]([CH2:33][CH2:34][CH2:35][CH:36]([CH3:38])[CH3:37])[C:28](=[O:39])[C:27]2=[O:40], predict the reaction product. The product is: [C:1]([O:40][CH:27]1[C:26]2[C:30](=[CH:31][CH:32]=[C:24]([CH3:23])[CH:25]=2)[N:29]([CH2:33][CH2:34][CH2:35][CH:36]([CH3:37])[CH3:38])[C:28]1=[O:39])(=[O:8])[C:2]1[CH:7]=[CH:6][CH:5]=[CH:4][CH:3]=1. (4) Given the reactants [Cl:1][C:2]1[CH:7]=[CH:6][C:5]([C:8]2([CH3:34])[C:12]([C:14]3[CH:19]=[CH:18][C:17]([Cl:20])=[CH:16][CH:15]=3)([CH3:13])[NH:11]C(C3C=CC(C(C)(C)C)=CC=3OCC)=[N:9]2)=[CH:4][CH:3]=1.CO[C:37](=O)[C:38]1[CH:43]=[C:42]([S:44]([N:47]2[CH2:51][CH2:50][CH2:49][CH2:48]2)(=[O:46])=[O:45])[C:41]([Cl:52])=[CH:40][C:39]=1[O:53][CH2:54][CH3:55].C[Al](C)C, predict the reaction product. The product is: [Cl:52][C:41]1[C:42]([S:44]([N:47]2[CH2:51][CH2:50][CH2:49][CH2:48]2)(=[O:46])=[O:45])=[CH:43][C:38]([C:37]2[NH:9][C:8]([C:5]3[CH:4]=[CH:3][C:2]([Cl:1])=[CH:7][CH:6]=3)([CH3:34])[C:12]([C:14]3[CH:15]=[CH:16][C:17]([Cl:20])=[CH:18][CH:19]=3)([CH3:13])[N:11]=2)=[C:39]([O:53][CH2:54][CH3:55])[CH:40]=1. (5) Given the reactants Br[C:2]1[CH:7]=[CH:6][C:5]([C:8]2[CH:9]=[C:10]([CH3:14])[N:11]=[N:12][CH:13]=2)=[C:4]([O:15][CH3:16])[CH:3]=1.CC(C)([O-])C.[Na+].C(=[NH:36])(C1C=CC=CC=1)C1C=CC=CC=1.CC([O-])=O.[Na+].[NH4+].C(=O)([O-])[O-].[Na+].[Na+], predict the reaction product. The product is: [CH3:16][O:15][C:4]1[CH:3]=[C:2]([CH:7]=[CH:6][C:5]=1[C:8]1[CH:9]=[C:10]([CH3:14])[N:11]=[N:12][CH:13]=1)[NH2:36].